This data is from Full USPTO retrosynthesis dataset with 1.9M reactions from patents (1976-2016). The task is: Predict the reactants needed to synthesize the given product. (1) Given the product [C:1]([O:5][C:6](=[O:14])[NH:7][CH2:8][CH2:9][O:10][CH2:11][CH2:12][I:39])([CH3:4])([CH3:3])[CH3:2], predict the reactants needed to synthesize it. The reactants are: [C:1]([O:5][C:6](=[O:14])[NH:7][CH2:8][CH2:9][O:10][CH2:11][CH2:12]O)([CH3:4])([CH3:3])[CH3:2].C1(P(C2C=CC=CC=2)C2C=CC=CC=2)C=CC=CC=1.N1C=CN=C1.[I:39]I. (2) Given the product [CH3:16][O:17][C:18]1[CH:19]=[C:20]([CH:23]=[CH:24][C:25]=1[O:26][CH3:27])[CH2:21][NH:22][C:4]1[N:5]=[C:6]2[C:11](=[N:12][CH:13]=1)[N:10]=[C:9]([NH2:14])[N:8]=[C:7]2[NH2:15], predict the reactants needed to synthesize it. The reactants are: Br.BrC[C:4]1[N:5]=[C:6]2[C:11](=[N:12][CH:13]=1)[N:10]=[C:9]([NH2:14])[N:8]=[C:7]2[NH2:15].[CH3:16][O:17][C:18]1[CH:19]=[C:20]([CH:23]=[CH:24][C:25]=1[O:26][CH3:27])[CH2:21][NH2:22].C(=O)(O)[O-]. (3) Given the product [CH:1]1([CH2:7][NH:10][CH3:9])[CH2:6][CH2:5][CH2:4][CH2:3][CH2:2]1, predict the reactants needed to synthesize it. The reactants are: [CH:1]1([CH:7]=O)[CH2:6][CH2:5][CH2:4][CH2:3][CH2:2]1.[CH3:9][NH2:10].[BH4-].[Na+].[OH-].[Na+]. (4) Given the product [C:1]([O:5][C:6](=[O:32])[NH:7][CH:8]([C:25]1[CH:26]=[CH:27][C:28]([Cl:31])=[CH:29][CH:30]=1)[C:9]([C:11]1[CH:16]=[CH:15][C:14]([OH:17])=[CH:13][CH:12]=1)=[O:10])([CH3:4])([CH3:2])[CH3:3], predict the reactants needed to synthesize it. The reactants are: [C:1]([O:5][C:6](=[O:32])[NH:7][CH:8]([C:25]1[CH:30]=[CH:29][C:28]([Cl:31])=[CH:27][CH:26]=1)[C:9]([C:11]1[CH:16]=[CH:15][C:14]([O:17][Si](C(C)(C)C)(C)C)=[CH:13][CH:12]=1)=[O:10])([CH3:4])([CH3:3])[CH3:2].[F-].C([N+](CCCC)(CCCC)CCCC)CCC. (5) Given the product [N+:9]([C:12]1[CH:13]=[C:14]2[C:18](=[CH:19][CH:20]=1)[NH:17][CH:16]=[C:15]2[CH2:2][CH2:1][C:3]1[CH:8]=[CH:7][N:6]=[CH:5][CH:4]=1)([O-:11])=[O:10], predict the reactants needed to synthesize it. The reactants are: [CH:1]([C:3]1[CH:8]=[CH:7][N:6]=[CH:5][CH:4]=1)=[CH2:2].[N+:9]([C:12]1[CH:13]=[C:14]2[C:18](=[CH:19][CH:20]=1)[NH:17][CH:16]=[CH:15]2)([O-:11])=[O:10].